Task: Predict which catalyst facilitates the given reaction.. Dataset: Catalyst prediction with 721,799 reactions and 888 catalyst types from USPTO (1) Reactant: [OH:1][C@H:2]([C:10]1[CH:15]=[CH:14][CH:13]=[CH:12][CH:11]=1)[C@@H:3]1[NH:8][C:7](=[O:9])[CH2:6][O:5][CH2:4]1.C1(P(C2C=CC=CC=2)C2C=CC=CC=2)C=CC=CC=1.[N+:35]([C:38]1[CH:46]=[CH:45][C:41]([C:42](O)=[O:43])=[CH:40][CH:39]=1)([O-:37])=[O:36].N(C(OCC)=O)=NC(OCC)=O. Product: [N+:35]([C:38]1[CH:39]=[CH:40][C:41]([C:42]([O:1][C@H:2]([C@H:3]2[CH2:4][O:5][CH2:6][C:7](=[O:9])[NH:8]2)[C:10]2[CH:11]=[CH:12][CH:13]=[CH:14][CH:15]=2)=[O:43])=[CH:45][CH:46]=1)([O-:37])=[O:36]. The catalyst class is: 27. (2) Reactant: [C:1]([C:5]1[CH:6]=[CH:7][C:8]([CH2:12]O)=[C:9]([OH:11])[CH:10]=1)([CH3:4])([CH3:3])[CH3:2]. Product: [C:1]([C:5]1[CH:6]=[CH:7][C:8]([CH3:12])=[C:9]([OH:11])[CH:10]=1)([CH3:4])([CH3:3])[CH3:2]. The catalyst class is: 78. (3) Reactant: [O:1]1[CH2:6][CH2:5][CH2:4][CH2:3][CH:2]1[N:7]1[CH:11]=[CH:10][CH:9]=[N:8]1.C([Li])(C)(C)C.[C:17]([C:20]1[CH:32]=[CH:31][C:23]2[N:24]([CH2:28][O:29][CH3:30])[C:25](=[O:27])[S:26][C:22]=2[CH:21]=1)(=[O:19])[CH3:18].CCOC(C)=O. Product: [OH:19][C:17]([C:20]1[CH:32]=[CH:31][C:23]2[N:24]([CH2:28][O:29][CH3:30])[C:25](=[O:27])[S:26][C:22]=2[CH:21]=1)([C:11]1[N:7]([CH:2]2[CH2:3][CH2:4][CH2:5][CH2:6][O:1]2)[N:8]=[CH:9][CH:10]=1)[CH3:18]. The catalyst class is: 1.